Dataset: Reaction yield outcomes from USPTO patents with 853,638 reactions. Task: Predict the reaction yield, written as a fraction of the theoretical maximum amount of product (1.0 means a 100% yield; for example, 0.34 means a 34% yield). (1) The product is [Cl:23][C:15]1[CH:14]=[C:13]([O:12][C:9]2[CH:8]=[CH:7][C:6]([CH2:5][CH2:4][O:3][C:1]3[NH:2][CH:28]=[C:27]([CH2:32][C:33]4[CH:34]=[N:35][C:36]([O:39][CH3:40])=[N:37][CH:38]=4)[C:25](=[O:26])[N:24]=3)=[CH:11][CH:10]=2)[CH:18]=[C:17]([C:19]([F:21])([F:22])[F:20])[CH:16]=1. The catalyst is CN1C(=O)CCC1. The reactants are [C:1](=[NH:24])([O:3][CH2:4][CH2:5][C:6]1[CH:11]=[CH:10][C:9]([O:12][C:13]2[CH:18]=[C:17]([C:19]([F:22])([F:21])[F:20])[CH:16]=[C:15]([Cl:23])[CH:14]=2)=[CH:8][CH:7]=1)[NH2:2].[CH:25]([CH:27]([CH2:32][C:33]1[CH:34]=[N:35][C:36]([O:39][CH3:40])=[N:37][CH:38]=1)[C:28](OC)=O)=[O:26].C([O-])([O-])=O.[K+].[K+]. The yield is 0.146. (2) The reactants are [Br:1][C:2]1[CH:3]=[CH:4][C:5](=[O:8])[NH:6][CH:7]=1.[H-].[Na+].I[CH3:12]. The catalyst is C1COCC1. The product is [Br:1][C:2]1[CH:3]=[CH:4][C:5](=[O:8])[N:6]([CH3:12])[CH:7]=1. The yield is 0.720. (3) The reactants are C([O:4][C@H:5]1[CH2:10][CH2:9][C@@:8]([C@H:12]2[CH2:20][CH2:19][C@@:18]3([CH3:21])[C@@H:14]([CH2:15][CH2:16][C:17]3=[CH2:22])[C@@H:13]2[CH2:23][NH2:24])([CH3:11])[C@@H:7]([CH2:25][OH:26])[CH2:6]1)(=O)C.F[B-](F)(F)F.N1(OC(N(C)C)=[N+](C)C)C2C=CC=CC=2N=N1.[C:49](O)(=[O:53])[CH:50]([CH3:52])[CH3:51].C(N(CC)C(C)C)(C)C. The catalyst is CN(C=O)C. The product is [OH:4][C@H:5]1[CH2:10][CH2:9][C@@:8]([C@H:12]2[CH2:20][CH2:19][C@@:18]3([CH3:21])[C@@H:14]([CH2:15][CH2:16][C:17]3=[CH2:22])[C@@H:13]2[CH2:23][NH:24][C:49](=[O:53])[CH:50]([CH3:52])[CH3:51])([CH3:11])[C@@H:7]([CH2:25][OH:26])[CH2:6]1. The yield is 0.380. (4) The reactants are [Cl:1][C:2]1[CH:3]=[C:4]2[C:8](=[CH:9][CH:10]=1)[N:7]([C:11]1[CH:16]=[CH:15][C:14]([OH:17])=[CH:13][CH:12]=1)[C:6]([CH3:18])=[C:5]2[CH:19]=O.Cl.[NH2:22][OH:23].CO. The catalyst is N1C=CC=CC=1. The product is [Cl:1][C:2]1[CH:3]=[C:4]2[C:8](=[CH:9][CH:10]=1)[N:7]([C:11]1[CH:16]=[CH:15][C:14]([OH:17])=[CH:13][CH:12]=1)[C:6]([CH3:18])=[C:5]2[CH:19]=[N:22][OH:23]. The yield is 0.680. (5) The reactants are [CH:1]1[C:10]2[C:5](=[CH:6][CH:7]=[CH:8][CH:9]=2)[CH:4]=[C:3]([C:11]([O:13]C)=O)[N:2]=1.[NH2:15][NH2:16]. The catalyst is C(O)C. The product is [CH:1]1[C:10]2[C:5](=[CH:6][CH:7]=[CH:8][CH:9]=2)[CH:4]=[C:3]([C:11]([NH:15][NH2:16])=[O:13])[N:2]=1. The yield is 0.860. (6) The reactants are [CH3:1][S:2]([CH2:5][C:6]1[N:11]=[CH:10][C:9]([O:12][C:13]2[CH:14]=[C:15]3[C:19](=[C:20]([O:22][CH:23]4[CH2:28][CH2:27][O:26][CH2:25][CH2:24]4)[CH:21]=2)[NH:18][C:17]([C:29]2[S:30][CH:31]([CH2:34][C:35]([OH:37])=O)[CH2:32][N:33]=2)=[CH:16]3)=[CH:8][CH:7]=1)(=[O:4])=[O:3].O.O[N:40]1[C:44]2C=CC=CC=2N=N1.Cl.C(N=C=NCCCN(C)C)C.Cl.CN. The catalyst is CN(C)C=O.CCCCCC.C(OCC)(=O)C.O.C(N(CC)CC)C. The product is [CH3:44][NH:40][C:35](=[O:37])[CH2:34][CH:31]1[S:30][C:29]([C:17]2[NH:18][C:19]3[C:15]([CH:16]=2)=[CH:14][C:13]([O:12][C:9]2[CH:10]=[N:11][C:6]([CH2:5][S:2]([CH3:1])(=[O:4])=[O:3])=[CH:7][CH:8]=2)=[CH:21][C:20]=3[O:22][CH:23]2[CH2:24][CH2:25][O:26][CH2:27][CH2:28]2)=[N:33][CH2:32]1. The yield is 0.720. (7) The reactants are [CH3:1][O:2][CH2:3][CH2:4][O:5][C:6]1[CH:11]=[C:10]2[C:12]([NH:16][C:17]3[CH:22]=[C:21]([C:23]#[CH:24])[CH:20]=[CH:19][CH:18]=3)=[N:13][CH:14]=[N:15][C:9]2=[CH:8][C:7]=1[O:25][CH2:26][CH2:27][O:28][CH3:29].[ClH:30]. The product is [CH3:1][O:2][CH2:3][CH2:4][O:5][C:6]1[CH:11]=[C:10]2[C:12]([NH:16][C:17]3[CH:18]=[CH:19][CH:20]=[C:21]([C:23]#[CH:24])[CH:22]=3)=[N:13][CH:14]=[N:15][C:9]2=[CH:8][C:7]=1[O:25][CH2:26][CH2:27][O:28][CH3:29].[ClH:30]. The yield is 0.900. The catalyst is C(O)CCCC.